Task: Predict the product of the given reaction.. Dataset: Forward reaction prediction with 1.9M reactions from USPTO patents (1976-2016) (1) The product is: [CH3:8][CH:7]([CH3:9])[CH2:6][C@H:5]([N:10]1[C:11](=[O:30])[CH:12]=[CH:13][S:14]1)[C:1]([O:3][CH3:4])=[O:2]. Given the reactants [C:1]([C@@H:5]([NH:10][C:11](=[O:30])[CH2:12][CH2:13][S:14][S:14][CH2:13][CH2:12][C:11]([NH:10][C@H:5]([C:1]([O:3][CH3:4])=[O:2])[CH2:6][CH:7]([CH3:9])[CH3:8])=[O:30])[CH2:6][CH:7]([CH3:9])[CH3:8])([O:3][CH3:4])=[O:2].ClCl, predict the reaction product. (2) Given the reactants [CH:1]1([NH:4][C:5](=[O:30])[C:6]2[CH:11]=[CH:10][C:9]([CH3:12])=[C:8]([C:13]3[CH:14]=[C:15]4[C:20](=[CH:21][CH:22]=3)[C:19](=[O:23])[N:18]([CH2:24][CH:25]3[CH2:27][CH2:26]3)[CH:17]=[C:16]4[CH:28]=O)[CH:7]=2)[CH2:3][CH2:2]1.[CH3:31][NH:32][CH2:33][CH2:34][NH:35][CH3:36], predict the reaction product. The product is: [CH:1]1([NH:4][C:5](=[O:30])[C:6]2[CH:11]=[CH:10][C:9]([CH3:12])=[C:8]([C:13]3[CH:14]=[C:15]4[C:20](=[CH:21][CH:22]=3)[C:19](=[O:23])[N:18]([CH2:24][CH:25]3[CH2:26][CH2:27]3)[CH:17]=[C:16]4[CH2:28][N:32]([CH3:31])[CH2:33][CH2:34][NH:35][CH3:36])[CH:7]=2)[CH2:3][CH2:2]1. (3) Given the reactants [F:1][C:2]1[CH:3]=[C:4]2[C:14](=[CH:15][C:16]=1[F:17])[C:8]1([CH2:13][CH2:12][O:11][CH2:10][CH2:9]1)[C:7](=[O:18])[C:6]([C:19](OCC)=[O:20])=[C:5]2[OH:24].C(N(C(C)C)C(C)C)C.Cl.[NH2:35][CH2:36][C:37]([O:39][C:40]([CH3:43])([CH3:42])[CH3:41])=[O:38], predict the reaction product. The product is: [F:1][C:2]1[CH:3]=[C:4]2[C:14](=[CH:15][C:16]=1[F:17])[C:8]1([CH2:9][CH2:10][O:11][CH2:12][CH2:13]1)[C:7](=[O:18])[C:6]([C:19]([NH:35][CH2:36][C:37]([O:39][C:40]([CH3:43])([CH3:42])[CH3:41])=[O:38])=[O:20])=[C:5]2[OH:24]. (4) Given the reactants [F:1][C:2]1[C:7]([F:8])=[C:6]([N:9]2[CH2:14][CH2:13][O:12][CH2:11][CH2:10]2)[CH:5]=[CH:4][C:3]=1[N:15]1[CH:20]=[C:19]([O:21][CH3:22])[C:18](=[O:23])[C:17]([C:24](N(OC)C)=[O:25])=[N:16]1.[CH3:30][Mg+].[Br-], predict the reaction product. The product is: [C:24]([C:17]1[C:18](=[O:23])[C:19]([O:21][CH3:22])=[CH:20][N:15]([C:3]2[CH:4]=[CH:5][C:6]([N:9]3[CH2:14][CH2:13][O:12][CH2:11][CH2:10]3)=[C:7]([F:8])[C:2]=2[F:1])[N:16]=1)(=[O:25])[CH3:30]. (5) Given the reactants [C:1]([NH:7][C:8](=[O:30])[NH:9][C:10]1[N:15]=[CH:14][C:13]([O:16][C:17]2[CH:22]=[CH:21][N:20]=[C:19]([NH:23][C:24](=[O:29])OC(C)=C)[CH:18]=2)=[CH:12][CH:11]=1)(=[O:6])[C:2]([CH3:5])([CH3:4])[CH3:3].[CH3:31][N:32]1[CH2:37][CH2:36][N:35]([CH:38]2[CH2:43][CH2:42][NH:41][CH2:40][CH2:39]2)[CH2:34][CH2:33]1.CN1CCCC1, predict the reaction product. The product is: [CH3:31][N:32]1[CH2:37][CH2:36][N:35]([CH:38]2[CH2:43][CH2:42][N:41]([C:24]([NH:23][C:19]3[CH:18]=[C:17]([O:16][C:13]4[CH:14]=[N:15][C:10]([NH:9][C:8]([NH:7][C:1](=[O:6])[C:2]([CH3:4])([CH3:3])[CH3:5])=[O:30])=[CH:11][CH:12]=4)[CH:22]=[CH:21][N:20]=3)=[O:29])[CH2:40][CH2:39]2)[CH2:34][CH2:33]1. (6) Given the reactants C(O[C:4](=[O:23])[CH:5]([C:13]1[CH:18]=[CH:17][C:16]([O:19][CH3:20])=[CH:15][C:14]=1[O:21][CH3:22])[N:6]1[C:10]([CH:11]=O)=[CH:9][N:8]=[CH:7]1)C.[F:24][C:25]1[CH:32]=[CH:31][C:28]([CH2:29][NH2:30])=[CH:27][CH:26]=1.C(O[BH-](OC(=O)C)OC(=O)C)(=O)C.[Na+], predict the reaction product. The product is: [CH3:22][O:21][C:14]1[CH:15]=[C:16]([O:19][CH3:20])[CH:17]=[CH:18][C:13]=1[CH:5]1[N:6]2[CH:7]=[N:8][CH:9]=[C:10]2[CH2:11][N:30]([CH2:29][C:28]2[CH:31]=[CH:32][C:25]([F:24])=[CH:26][CH:27]=2)[C:4]1=[O:23]. (7) Given the reactants [F:1][C:2]1[CH:3]=[C:4]([CH2:9][OH:10])[CH:5]=[CH:6][C:7]=1[F:8].Cl[C:12]1[CH:13]=[C:14]2[N:21]([CH3:22])[C@@H:20]([CH3:23])[CH2:19][N:15]2[C:16](=[O:18])[N:17]=1, predict the reaction product. The product is: [F:1][C:2]1[CH:3]=[C:4]([CH:5]=[CH:6][C:7]=1[F:8])[CH2:9][O:10][C:12]1[CH:13]=[C:14]2[N:21]([CH3:22])[C@@H:20]([CH3:23])[CH2:19][N:15]2[C:16](=[O:18])[N:17]=1. (8) Given the reactants C(OC([N:8]1[C:16]2[C:11](=[CH:12][CH:13]=[C:14]([Cl:17])[CH:15]=2)/[C:10](=[CH:18]/[CH2:19][C:20]([CH3:31])([CH3:30])[CH2:21][O:22][Si](C(C)(C)C)(C)C)/[C:9]1=[O:32])=O)(C)(C)C.[Cl:33][C:34]1[C:35]([F:47])=[C:36](/[CH:40]=[N:41]/[CH2:42][Si](C)(C)C)[CH:37]=[CH:38][CH:39]=1.C(O)(=O)C.O, predict the reaction product. The product is: [Cl:17][C:14]1[CH:15]=[C:16]2[NH:8][C:9](=[O:32])[C:10]3([CH:18]([CH2:19][C:20]([CH3:30])([CH3:31])[CH2:21][OH:22])[CH2:42][NH:41][CH:40]3[C:36]3[CH:37]=[CH:38][CH:39]=[C:34]([Cl:33])[C:35]=3[F:47])[C:11]2=[CH:12][CH:13]=1.